This data is from Reaction yield outcomes from USPTO patents with 853,638 reactions. The task is: Predict the reaction yield, written as a fraction of the theoretical maximum amount of product (1.0 means a 100% yield; for example, 0.34 means a 34% yield). (1) The reactants are [Cl:1][C:2]1[C:3](=[O:29])[N:4]([C:9]2[CH:14]=[C:13]([C:15]3[CH:20]=[CH:19][N:18]=[C:17]([NH:21][C:22]4[CH:27]=[CH:26][CH:25]=[C:24]([Cl:28])[CH:23]=4)[N:16]=3)[CH:12]=[CH:11][N:10]=2)[N:5]=[CH:6][C:7]=1Cl.[N-:30]=[N+:31]=[N-:32].[Na+]. The catalyst is C(#N)C. The product is [N:30]([C:7]1[CH:6]=[N:5][N:4]([C:9]2[CH:14]=[C:13]([C:15]3[CH:20]=[CH:19][N:18]=[C:17]([NH:21][C:22]4[CH:27]=[CH:26][CH:25]=[C:24]([Cl:28])[CH:23]=4)[N:16]=3)[CH:12]=[CH:11][N:10]=2)[C:3](=[O:29])[C:2]=1[Cl:1])=[N+:31]=[N-:32]. The yield is 0.950. (2) The reactants are [CH3:1][O:2][C:3](=[O:24])[CH:4]=[C:5]([NH:16][C:17]([O:19][C:20]([CH3:23])([CH3:22])[CH3:21])=[O:18])[CH2:6][C:7]1[CH:12]=[C:11]([F:13])[C:10]([F:14])=[CH:9][C:8]=1[F:15].C1C=CC(P(C2C=CC3C(=CC=CC=3)C=2C2C3C(=CC=CC=3)C=CC=2P(C2C=CC=CC=2)C2C=CC=CC=2)C2C=CC=CC=2)=CC=1. The catalyst is CO. The product is [CH3:1][O:2][C:3](=[O:24])[CH2:4][CH:5]([NH:16][C:17]([O:19][C:20]([CH3:22])([CH3:21])[CH3:23])=[O:18])[CH2:6][C:7]1[CH:12]=[C:11]([F:13])[C:10]([F:14])=[CH:9][C:8]=1[F:15]. The yield is 0.410. (3) The reactants are [CH:1](=O)[C:2]1[CH:7]=[CH:6][CH:5]=[N:4][CH:3]=1.S([NH:19][NH2:20])(C1C=CC(C)=CC=1)(=O)=O.[OH-].[Na+].[CH:23](N1C=CN=C1)=[CH2:24]. The catalyst is CCO.O.CCOC(C)=O. The product is [NH:19]1[CH:24]=[CH:23][C:1]([C:2]2[CH:3]=[N:4][CH:5]=[CH:6][CH:7]=2)=[N:20]1. The yield is 0.560. (4) The catalyst is O. The product is [F:1][C:2]1[CH:7]=[C:6]2[C:5](=[C:4]([N+:14]([O-:16])=[O:15])[CH:3]=1)[NH:8][CH2:9][CH2:10][C:11]2=[O:13]. The reactants are [F:1][C:2]1[CH:7]=[CH:6][C:5]([NH:8][CH2:9][CH2:10][C:11]([OH:13])=O)=[C:4]([N+:14]([O-:16])=[O:15])[CH:3]=1. The yield is 0.570. (5) The reactants are [OH:1][C:2]1[C:3]([CH2:27][OH:28])=[C:4]([CH2:9][NH:10][C:11]([C:13]2[CH:18]=[CH:17][C:16]([C:19]3[CH:24]=[CH:23][C:22](C#N)=[CH:21][CH:20]=3)=[CH:15][CH:14]=2)=[O:12])[CH:5]=[N:6][C:7]=1[CH3:8].[C-:29]#[N:30].[K+].[C:32]([OH:35])(=O)C. The catalyst is [O-2].[O-2].[Mn+4].CO. The product is [CH3:32][O:35][C:27](=[O:28])[C:3]1[C:4]([CH2:9][NH:10][C:11]([C:13]2([C:29]#[N:30])[CH:14]=[CH:15][C:16]([C:19]3[CH:24]=[CH:23][CH:22]=[CH:21][CH:20]=3)=[CH:17][CH2:18]2)=[O:12])=[CH:5][N:6]=[C:7]([CH3:8])[C:2]=1[OH:1]. The yield is 0.480. (6) The reactants are [CH3:1][N:2]1[CH:6]=[C:5]([C:7]2[N:12]=[C:11]3[N:13]([CH2:16][C@@H:17]4[CH2:22][N:21]([C:23]5[N:28]=[CH:27][C:26]([C:29]6[CH:30]=[N:31][N:32]([CH:34]7[CH2:39][CH2:38][N:37](C(OC(C)(C)C)=O)[CH2:36][CH2:35]7)[CH:33]=6)=[CH:25][N:24]=5)[CH2:20][CH2:19][O:18]4)[N:14]=[N:15][C:10]3=[N:9][CH:8]=2)[CH:4]=[N:3]1.[ClH:47]. The catalyst is C(Cl)Cl.O1CCOCC1. The product is [ClH:47].[CH3:1][N:2]1[CH:6]=[C:5]([C:7]2[N:12]=[C:11]3[N:13]([CH2:16][C@H:17]4[O:18][CH2:19][CH2:20][N:21]([C:23]5[N:28]=[CH:27][C:26]([C:29]6[CH:30]=[N:31][N:32]([CH:34]7[CH2:39][CH2:38][NH:37][CH2:36][CH2:35]7)[CH:33]=6)=[CH:25][N:24]=5)[CH2:22]4)[N:14]=[N:15][C:10]3=[N:9][CH:8]=2)[CH:4]=[N:3]1. The yield is 1.00. (7) The reactants are [CH2:1]([C:5]1[C:14]([CH2:15][NH:16][C:17](=[O:23])[O:18][C:19]([CH3:22])([CH3:21])[CH3:20])=[C:13]([C:24]2[CH:29]=[CH:28][C:27]([CH3:30])=[CH:26][CH:25]=2)[C:12]2[C:7](=[CH:8][CH:9]=[C:10](OS(C(F)(F)F)(=O)=O)[CH:11]=2)[N:6]=1)[CH:2]([CH3:4])[CH3:3].[B].[C:40]([O-:43])(=[O:42])[CH3:41].[K+].Cl[C:46]1[S:47][CH:48]=C[N:50]=1.C(=O)([O-])[O-].[K+].[K+]. The catalyst is C1C=CC(P(C2C=CC=CC=2)[C-]2C=CC=C2)=CC=1.C1C=CC(P(C2C=CC=CC=2)[C-]2C=CC=C2)=CC=1.Cl[Pd]Cl.[Fe+2].ClCCl.C1C=CC([P]([Pd]([P](C2C=CC=CC=2)(C2C=CC=CC=2)C2C=CC=CC=2)([P](C2C=CC=CC=2)(C2C=CC=CC=2)C2C=CC=CC=2)[P](C2C=CC=CC=2)(C2C=CC=CC=2)C2C=CC=CC=2)(C2C=CC=CC=2)C2C=CC=CC=2)=CC=1.O.C1(C)C=CC=CC=1.C(O)C.CS(C)=O. The product is [C:19]([O:18][C:17]([NH:16][CH2:15][C:14]1[C:5]([CH2:1][CH:2]([CH3:3])[CH3:4])=[N:6][C:7]2[C:12]([C:13]=1[C:24]1[CH:29]=[CH:28][C:27]([CH3:30])=[CH:26][CH:25]=1)=[CH:11][C:10]([C:46]1[S:47][CH:48]=[C:41]([C:40]([OH:43])=[O:42])[N:50]=1)=[CH:9][CH:8]=2)=[O:23])([CH3:20])([CH3:21])[CH3:22]. The yield is 0.360. (8) The product is [Br:21][C:22]1[CH:23]=[CH:24][C:25]2[C:31]3[S:32][C:33]([C:35]([N:12]([C:11]4[CH:10]=[CH:9][C:4]([C:5]([O:7][CH3:8])=[O:6])=[CH:3][C:2]=4[Cl:1])[CH3:13])=[O:36])=[CH:34][C:30]=3[CH2:29][CH2:28][O:27][C:26]=2[CH:38]=1. The reactants are [Cl:1][C:2]1[CH:3]=[C:4]([CH:9]=[CH:10][C:11]=1[NH:12][CH3:13])[C:5]([O:7][CH3:8])=[O:6].CN(C)C=O.[H-].[Na+].[Br:21][C:22]1[CH:23]=[CH:24][C:25]2[C:31]3[S:32][C:33]([C:35](Cl)=[O:36])=[CH:34][C:30]=3[CH2:29][CH2:28][O:27][C:26]=2[CH:38]=1. The yield is 0.650. No catalyst specified.